From a dataset of Forward reaction prediction with 1.9M reactions from USPTO patents (1976-2016). Predict the product of the given reaction. Given the reactants CC(OC(=O)[N:7]([CH2:11][CH2:12][NH:13][C:14]([C:16]1[NH:17][C:18]2[C:23]([CH:24]=1)=[CH:22][C:21]([N+:25]([O-])=O)=[CH:20][CH:19]=2)=[O:15])[CH2:8][CH2:9][CH3:10])(C)C.C([NH:31][CH2:32][CH2:33][NH:34][C:35]([C:37]1[NH:38][C:39]2[C:44]([CH:45]=1)=[CH:43][C:42]([NH:46][C:47]([C:49]1[NH:50][C:51]3[C:56]([CH:57]=1)=[CH:55][C:54]([C:58](NC1C=C4C(=CC=1)NC(C(=O)NCCNCC)=C4)=[O:59])=[CH:53][CH:52]=3)=[O:48])=[CH:41][CH:40]=2)=[O:36])C.F[C:79]1[C:84](NC(C2NC3C(C=2)=CC(C(NC2C(F)=C(F)C(F)=C(F)C=2F)=O)=CC=3)=O)=C(F)C(F)=C(F)[C:80]=1F, predict the reaction product. The product is: [CH2:80]([NH:31][CH2:32][CH2:33][NH:34][C:35]([C:37]1[NH:38][C:39]2[C:44]([CH:45]=1)=[CH:43][C:42]([NH:46][C:47]([C:49]1[NH:50][C:51]3[C:56]([CH:57]=1)=[CH:55][C:54]([C:58]([NH:25][C:21]1[CH:22]=[C:23]4[C:18](=[CH:19][CH:20]=1)[NH:17][C:16]([C:14](=[O:15])[NH:13][CH2:12][CH2:11][NH:7][CH2:8][CH2:9][CH3:10])=[CH:24]4)=[O:59])=[CH:53][CH:52]=3)=[O:48])=[CH:41][CH:40]=2)=[O:36])[CH2:79][CH3:84].